Dataset: Peptide-MHC class II binding affinity with 134,281 pairs from IEDB. Task: Regression. Given a peptide amino acid sequence and an MHC pseudo amino acid sequence, predict their binding affinity value. This is MHC class II binding data. The MHC is DRB1_1501 with pseudo-sequence DRB1_1501. The peptide sequence is VTFKNAHAKKPEVVV. The binding affinity (normalized) is 0.349.